Dataset: Forward reaction prediction with 1.9M reactions from USPTO patents (1976-2016). Task: Predict the product of the given reaction. (1) Given the reactants [CH2:1]([NH:3][CH2:4][CH3:5])[CH3:2].[C:6]([O:10][C:11]1[CH:16]=[CH:15][C:14]([C:17]2[CH:22]=[CH:21][CH:20]=[CH:19][CH:18]=2)=[CH:13][CH:12]=1)(=[O:9])[C:7]#[CH:8], predict the reaction product. The product is: [CH2:1]([N:3]([CH2:4][CH3:5])[CH:8]=[CH:7][C:6]([O:10][C:11]1[CH:16]=[CH:15][C:14]([C:17]2[CH:22]=[CH:21][CH:20]=[CH:19][CH:18]=2)=[CH:13][CH:12]=1)=[O:9])[CH3:2]. (2) The product is: [C:23]1([CH3:33])[CH:28]=[CH:27][C:26]([S:29]([NH:1][C:2]2[CH:3]=[C:4]([C:8]3[O:12][C:11]([C:13]4[CH:22]=[CH:21][C:16]([C:17]([O:19][CH3:20])=[O:18])=[CH:15][CH:14]=4)=[N:10][N:9]=3)[CH:5]=[CH:6][CH:7]=2)(=[O:31])=[O:30])=[CH:25][CH:24]=1. Given the reactants [NH2:1][C:2]1[CH:3]=[C:4]([C:8]2[O:12][C:11]([C:13]3[CH:22]=[CH:21][C:16]([C:17]([O:19][CH3:20])=[O:18])=[CH:15][CH:14]=3)=[N:10][N:9]=2)[CH:5]=[CH:6][CH:7]=1.[C:23]1([CH3:33])[CH:28]=[CH:27][C:26]([S:29](Cl)(=[O:31])=[O:30])=[CH:25][CH:24]=1, predict the reaction product. (3) Given the reactants [OH:1][CH2:2][C@@H:3]1[CH2:7][C@H:6]([C:8]2[CH:13]=[CH:12][CH:11]=[CH:10][CH:9]=2)[CH2:5][N:4]1[C:14]([O:16][C:17]([CH3:20])([CH3:19])[CH3:18])=[O:15].N1C=CC=CC=1.S(Cl)(C1C=CC(C)=CC=1)(=O)=O.[C:38]1([O-])[C:47]2[C:42](=[CH:43][CH:44]=[CH:45][CH:46]=2)[CH:41]=[CH:40][CH:39]=1.[Na+], predict the reaction product. The product is: [C:46]1([O:1][CH2:2][C@@H:3]2[CH2:7][C@H:6]([C:8]3[CH:9]=[CH:10][CH:11]=[CH:12][CH:13]=3)[CH2:5][N:4]2[C:14]([O:16][C:17]([CH3:20])([CH3:19])[CH3:18])=[O:15])[C:47]2[C:42](=[CH:41][CH:40]=[CH:39][CH:38]=2)[CH:43]=[CH:44][CH:45]=1. (4) Given the reactants [S:1]1[C:5]2[CH:6]=[CH:7][CH:8]=[CH:9][C:4]=2[C:3](=O)[NH:2]1.CN(C)C=O.S(Cl)([Cl:18])=O, predict the reaction product. The product is: [Cl:18][C:3]1[C:4]2[CH:9]=[CH:8][CH:7]=[CH:6][C:5]=2[S:1][N:2]=1. (5) Given the reactants O[C:2]([C:4](F)(F)F)=[O:3].O1[C:11]2(CCC[NH:12]2)[CH2:10][CH2:9]1.[CH3:16][O:17][C:18]1[CH:19]=[C:20]([CH:23]=[CH:24][C:25]=1[O:26][CH:27]1[CH2:30][N:29]([C:31]([C:33]2[O:34][C:35]([C:38]3[CH:43]=[CH:42][CH:41]=[CH:40][CH:39]=3)=[N:36][N:37]=2)=[O:32])[CH2:28]1)[CH:21]=O.[CH2:44](N(CC)CC)C.[Na].C([O-])(O)=O.[Na+], predict the reaction product. The product is: [CH2:44]1[C:4]2([CH2:9][CH2:10][CH2:11][N:12]2[CH2:21][C:20]2[CH:23]=[CH:24][C:25]([O:26][CH:27]3[CH2:30][N:29]([C:31]([C:33]4[O:34][C:35]([C:38]5[CH:39]=[CH:40][CH:41]=[CH:42][CH:43]=5)=[N:36][N:37]=4)=[O:32])[CH2:28]3)=[C:18]([O:17][CH3:16])[CH:19]=2)[CH2:2][O:3]1. (6) Given the reactants [CH2:1]([N:3]1[CH:8]=[CH:7][CH:6]=[C:5]([N+:9]([O-])=O)[C:4]1=[O:12])[CH3:2].O.O.[Sn](Cl)Cl.C([O-])(O)=O.[Na+].O, predict the reaction product. The product is: [NH2:9][C:5]1[C:4](=[O:12])[N:3]([CH2:1][CH3:2])[CH:8]=[CH:7][CH:6]=1. (7) Given the reactants [CH3:1][N:2]([CH2:4][C:5]1[CH:6]=[C:7]2[C:11](=[CH:12][CH:13]=1)[NH:10][CH:9]=[C:8]2[CH:14]=[O:15])[CH3:3].[C:16](O[C:24]([O:26][C:27]([CH3:30])([CH3:29])C)=O)([O:18][C:19]([CH3:22])([CH3:21])[CH3:20])=[O:17].[C:31](#[N:33])[CH3:32], predict the reaction product. The product is: [CH3:3][N:2]([CH2:4][C:5]1[CH:6]=[C:7]2[C:11](=[CH:12][CH:13]=1)[N:10]([C:16]([O:18][C:19]([CH3:22])([CH3:21])[CH3:20])=[O:17])[CH:9]=[C:8]2[CH:14]=[O:15])[CH3:1].[CH3:3][N:2]([CH2:4][C:5]1[CH:6]=[C:7]2[C:11](=[CH:12][CH:13]=1)[NH:10][CH:9]=[C:8]2[C:14](=[O:15])[CH:31]([NH:33][C:9]1[CH:8]=[CH:14][CH:29]=[C:27]([O:26][CH3:24])[CH:30]=1)[C:32]1[CH:7]=[CH:6][CH:5]=[CH:13][CH:12]=1)[CH3:1]. (8) Given the reactants [CH2:1]([O:8][NH:9][C@H:10]1[CH2:15][N:14]([C:16]([O:18][C:19]([CH3:22])([CH3:21])[CH3:20])=[O:17])[C@H:13]([C:23]([OH:25])=[O:24])[CH2:12][CH2:11]1)[C:2]1[CH:7]=[CH:6][CH:5]=[CH:4][CH:3]=1.[CH2:26](I)[CH3:27].C(N(C(C)C)CC)(C)C, predict the reaction product. The product is: [CH2:1]([O:8][NH:9][C@H:10]1[CH2:15][N:14]([C:16]([O:18][C:19]([CH3:21])([CH3:22])[CH3:20])=[O:17])[C@H:13]([C:23]([O:25][CH2:26][CH3:27])=[O:24])[CH2:12][CH2:11]1)[C:2]1[CH:3]=[CH:4][CH:5]=[CH:6][CH:7]=1.